The task is: Predict which catalyst facilitates the given reaction.. This data is from Catalyst prediction with 721,799 reactions and 888 catalyst types from USPTO. (1) Reactant: [NH:1]1[CH2:6][CH2:5][CH:4]([C:7]([O:9][CH3:10])=[O:8])[CH:3]([C:11]([O:13][CH3:14])=[O:12])[CH2:2]1.[CH3:15][C:16]([O:19][C:20](O[C:20]([O:19][C:16]([CH3:18])([CH3:17])[CH3:15])=[O:21])=[O:21])([CH3:18])[CH3:17]. Product: [N:1]1([C:20]([O:19][C:16]([CH3:18])([CH3:17])[CH3:15])=[O:21])[CH2:6][CH2:5][CH:4]([C:7]([O:9][CH3:10])=[O:8])[CH:3]([C:11]([O:13][CH3:14])=[O:12])[CH2:2]1. The catalyst class is: 649. (2) Reactant: BrNC(=O)CCC(N)=O.[CH2:10]([O:12][C:13](=[O:18])[CH:14](O)[CH2:15][CH3:16])[CH3:11].[NH2:19][C:20]([NH2:22])=[S:21].[NH4+].[OH-]. Product: [NH2:22][C:20]1[S:21][C:15]([CH3:16])=[C:14]([C:13]([O:12][CH2:10][CH3:11])=[O:18])[N:19]=1. The catalyst class is: 53.